From a dataset of Full USPTO retrosynthesis dataset with 1.9M reactions from patents (1976-2016). Predict the reactants needed to synthesize the given product. Given the product [CH2:24]([O:1][C:2]1[CH:15]=[CH:14][C:5]2[N:6]=[C:7]([C:9]([O:11][CH2:12][CH3:13])=[O:10])[S:8][C:4]=2[CH:3]=1)[C:23]#[CH:22], predict the reactants needed to synthesize it. The reactants are: [OH:1][C:2]1[CH:15]=[CH:14][C:5]2[N:6]=[C:7]([C:9]([O:11][CH2:12][CH3:13])=[O:10])[S:8][C:4]=2[CH:3]=1.C(=O)([O-])[O-].[K+].[K+].[CH2:22](Br)[C:23]#[CH:24].O.